From a dataset of Full USPTO retrosynthesis dataset with 1.9M reactions from patents (1976-2016). Predict the reactants needed to synthesize the given product. (1) Given the product [CH3:3][O:4][CH:5]([O:8][CH3:9])[CH2:6][NH:7][C:10](=[O:13])[CH:11]=[CH2:12], predict the reactants needed to synthesize it. The reactants are: [OH-].[Na+].[CH3:3][O:4][CH:5]([O:8][CH3:9])[CH2:6][NH2:7].[C:10](Cl)(=[O:13])[CH:11]=[CH2:12].[Cl-].[Na+]. (2) Given the product [CH3:26][N:17]1[CH:18]=[C:19]([C:20]2[CH:21]=[CH:22][N:23]=[CH:24][CH:25]=2)[C:15]([C:12]2[CH:11]=[CH:10][C:9]([CH2:42][O:43][Si:44]([CH:45]([CH3:47])[CH3:46])([CH:51]([CH3:53])[CH3:52])[CH:48]([CH3:50])[CH3:49])=[CH:14][CH:13]=2)=[N:16]1, predict the reactants needed to synthesize it. The reactants are: C(O[C:9]1[CH:14]=[CH:13][C:12]([C:15]2[C:19]([C:20]3[CH:25]=[CH:24][N:23]=[CH:22][CH:21]=3)=[CH:18][N:17]([CH3:26])[N:16]=2)=[CH:11][CH:10]=1)C1C=CC=CC=1.N1C=CC(CC(C2C=CC([CH2:42][O:43][Si:44]([CH:51]([CH3:53])[CH3:52])([CH:48]([CH3:50])[CH3:49])[CH:45]([CH3:47])[CH3:46])=CC=2)=O)=CC=1. (3) Given the product [CH3:11][N:8]1[C:6]2=[N:7][C:2]([C:31]3[CH:30]=[CH:29][CH:28]=[C:27]([NH:26][C:24]([NH:23][CH3:22])=[O:25])[CH:32]=3)=[N:3][C:4]([NH:12][C:13]3[CH:21]=[CH:20][C:16]([C:17]([NH2:19])=[O:18])=[CH:15][CH:14]=3)=[C:5]2[CH:10]=[N:9]1, predict the reactants needed to synthesize it. The reactants are: Cl[C:2]1[N:7]=[C:6]2[N:8]([CH3:11])[N:9]=[CH:10][C:5]2=[C:4]([NH:12][C:13]2[CH:21]=[CH:20][C:16]([C:17]([NH2:19])=[O:18])=[CH:15][CH:14]=2)[N:3]=1.[CH3:22][NH:23][C:24]([NH:26][C:27]1[CH:32]=[CH:31][CH:30]=[C:29](B2OC(C)(C)C(C)(C)O2)[CH:28]=1)=[O:25].C1C=CC(P(C2C=CC=CC=2)C2C=CC=CC=2)=CC=1.[O-]P([O-])([O-])=O.[K+].[K+].[K+].[Na+].[Cl-]. (4) Given the product [F:36][C:30]1[CH:31]=[CH:32][CH:33]=[C:34]([F:35])[C:29]=1[S:26]([NH:25][C:21]1[CH:22]=[CH:23][CH:24]=[C:19]([C:9]2[N:10]=[C:11]([N:13]3[CH2:18][CH2:17][O:16][CH2:15][CH2:14]3)[S:12][C:8]=2[C:6]2[CH:5]=[CH:4][N:3]=[C:2]([NH:43][CH2:42][CH2:41][CH2:40][S:39][CH3:38])[N:7]=2)[C:20]=1[F:37])(=[O:28])=[O:27], predict the reactants needed to synthesize it. The reactants are: Cl[C:2]1[N:7]=[C:6]([C:8]2[S:12][C:11]([N:13]3[CH2:18][CH2:17][O:16][CH2:15][CH2:14]3)=[N:10][C:9]=2[C:19]2[C:20]([F:37])=[C:21]([NH:25][S:26]([C:29]3[C:34]([F:35])=[CH:33][CH:32]=[CH:31][C:30]=3[F:36])(=[O:28])=[O:27])[CH:22]=[CH:23][CH:24]=2)[CH:5]=[CH:4][N:3]=1.[CH3:38][S:39][CH2:40][CH2:41][CH2:42][NH2:43]. (5) Given the product [O:6]=[C:7]1[C:11]2([CH2:14][CH2:13][CH2:12]2)[N:10]([C:15]2[CH:20]=[CH:19][C:18]([O:21][CH:22]3[CH2:27][CH2:26][N:25]([C:1](=[O:4])[CH2:2][CH3:3])[CH2:24][CH2:23]3)=[CH:17][CH:16]=2)[C:9](=[S:28])[N:8]1[C:29]1[CH:30]=[C:31]([C:37]([F:39])([F:38])[F:40])[C:32]([C:35]#[N:36])=[N:33][CH:34]=1, predict the reactants needed to synthesize it. The reactants are: [C:1](Cl)(=[O:4])[CH2:2][CH3:3].[O:6]=[C:7]1[C:11]2([CH2:14][CH2:13][CH2:12]2)[N:10]([C:15]2[CH:20]=[CH:19][C:18]([O:21][CH:22]3[CH2:27][CH2:26][NH:25][CH2:24][CH2:23]3)=[CH:17][CH:16]=2)[C:9](=[S:28])[N:8]1[C:29]1[CH:30]=[C:31]([C:37]([F:40])([F:39])[F:38])[C:32]([C:35]#[N:36])=[N:33][CH:34]=1.C(N(CC)CC)C.CO.